From a dataset of Full USPTO retrosynthesis dataset with 1.9M reactions from patents (1976-2016). Predict the reactants needed to synthesize the given product. (1) Given the product [Cl:31][C:9]1[S:10][C:11]([C:26]([O:28][CH2:29][CH3:30])=[O:27])=[C:12]([O:14][CH2:15][C:16]2[CH:21]=[CH:20][CH:19]=[CH:18][C:17]=2[C:22]([F:25])([F:24])[F:23])[N:13]=1, predict the reactants needed to synthesize it. The reactants are: N(OC(C)(C)C)=O.N[C:9]1[S:10][C:11]([C:26]([O:28][CH2:29][CH3:30])=[O:27])=[C:12]([O:14][CH2:15][C:16]2[CH:21]=[CH:20][CH:19]=[CH:18][C:17]=2[C:22]([F:25])([F:24])[F:23])[N:13]=1.[ClH:31]. (2) Given the product [Cl:1][C:2]1[C:7]2[C:8]3[N:13]([CH:14]([CH:16]([CH3:17])[CH3:18])[CH2:15][C:6]=2[CH:5]=[C:4]([O:25][CH2:26][CH2:27][CH2:28][O:29][CH3:30])[C:3]=1[F:31])[CH:12]=[C:11]([C:19]([OH:21])=[O:20])[C:10](=[O:24])[CH:9]=3, predict the reactants needed to synthesize it. The reactants are: [Cl:1][C:2]1[C:7]2[C:8]3[N:13]([CH:14]([CH:16]([CH3:18])[CH3:17])[CH2:15][C:6]=2[CH:5]=[C:4]([O:25][CH2:26][CH2:27][CH2:28][O:29][CH3:30])[C:3]=1[F:31])[CH:12]=[C:11]([C:19]([O:21]CC)=[O:20])[C:10](=[O:24])[CH:9]=3.[Li+].[OH-].Cl. (3) Given the product [Cl:32][C:5]1[C:4]2[C:9](=[CH:10][CH:11]=[C:2]([F:1])[CH:3]=2)[N:8]=[C:7]([C:12]2[CH:17]=[CH:16][CH:15]=[CH:14][C:13]=2[O:18][CH3:19])[N:6]=1, predict the reactants needed to synthesize it. The reactants are: [F:1][C:2]1[CH:3]=[C:4]2[C:9](=[CH:10][CH:11]=1)[N:8]=[C:7]([C:12]1[CH:17]=[CH:16][CH:15]=[CH:14][C:13]=1[O:18][CH3:19])[NH:6][C:5]2=O.CN(C)C1C=CC=CC=1.P(Cl)(Cl)([Cl:32])=O.[OH-].[Na+]. (4) Given the product [CH3:1][O:2][C:3](=[O:25])[C:4]1[CH:9]=[CH:8][C:7]([C:10]([CH2:11][CH3:12])([C:13]2[CH:18]=[CH:17][C:16]([C:19]#[C:20][C:36]3([OH:41])[CH2:40][CH2:39][CH2:38][CH2:37]3)=[C:15]([CH3:21])[CH:14]=2)[CH2:22][CH3:23])=[CH:6][C:5]=1[CH3:24], predict the reactants needed to synthesize it. The reactants are: [CH3:1][O:2][C:3](=[O:25])[C:4]1[CH:9]=[CH:8][C:7]([C:10]([CH2:22][CH3:23])([C:13]2[CH:18]=[CH:17][C:16]([C:19]#[CH:20])=[C:15]([CH3:21])[CH:14]=2)[CH2:11][CH3:12])=[CH:6][C:5]=1[CH3:24].C[Si](C)(C)[N-][Si](C)(C)C.[Li+].[C:36]1(=[O:41])[CH2:40][CH2:39][CH2:38][CH2:37]1. (5) The reactants are: Cl[C:2]1[CH:3]=[C:4]2[C:9](=[CH:10][CH:11]=1)[N:8]=[CH:7][C:6]([O:12][CH2:13][CH3:14])=[CH:5]2.[B:15]1([B:15]2[O:19][C:18]([CH3:21])([CH3:20])[C:17]([CH3:23])([CH3:22])[O:16]2)[O:19][C:18]([CH3:21])([CH3:20])[C:17]([CH3:23])([CH3:22])[O:16]1.CC(C1C=C(C(C)C)C(C2C=CC=CC=2P(C2CCCCC2)C2CCCCC2)=C(C(C)C)C=1)C.CC([O-])=O.[K+]. Given the product [CH2:13]([O:12][C:6]1[CH:7]=[N:8][C:9]2[C:4]([CH:5]=1)=[CH:3][C:2]([B:15]1[O:19][C:18]([CH3:21])([CH3:20])[C:17]([CH3:23])([CH3:22])[O:16]1)=[CH:11][CH:10]=2)[CH3:14], predict the reactants needed to synthesize it. (6) Given the product [CH2:1]([N:3]([CH2:20][CH3:21])[CH2:4][CH2:5][NH:6][C:37]([C:26]1[C:27]2[C:32]([N:33]=[C:34]3[C:25]=1[CH:24]=[C:23]([I:22])[CH:36]=[CH:35]3)=[CH:31][CH:30]=[CH:29][CH:28]=2)=[O:39])[CH3:2], predict the reactants needed to synthesize it. The reactants are: [CH2:1]([N:3]([CH2:20][CH3:21])[CH2:4][CH2:5][NH:6]C(C1C=CC2C(=CC=C(I)C=2)C=1)=O)[CH3:2].[I:22][C:23]1[CH:36]=[CH:35][C:34]2[C:25](=[C:26]([C:37]([O:39]C)=O)[C:27]3[C:32]([N:33]=2)=[CH:31][CH:30]=[CH:29][CH:28]=3)[CH:24]=1.[K+].[Br-].Cl.C(N(CC)CCNC(C1C=CC2C(=CC=C(I)C=2)C=1)=O)C.IC1C=CC=C2C=1N=C1C(=C2)C=CC=C1C(OC)=O.C(N(CC)CCNC(C1NC2C(C=1)=CC(I)=CC=2)=O)C. (7) Given the product [CH2:20]([O:19][C:13]1[CH:14]=[C:15]2[C:10](=[CH:11][CH:12]=1)[C:9]([N:8]=[CH:7][C:1]1[CH:2]=[CH:3][CH:4]=[CH:5][CH:6]=1)=[CH:18][CH:17]=[CH:16]2)[CH3:21], predict the reactants needed to synthesize it. The reactants are: [C:1]1([CH:7]=[N:8][C:9]2[CH:18]=[CH:17][CH:16]=[C:15]3[C:10]=2[CH:11]=[CH:12][C:13]([OH:19])=[CH:14]3)[CH:6]=[CH:5][CH:4]=[CH:3][CH:2]=1.[CH2:20](I)[CH3:21].O. (8) The reactants are: [OH:1][C:2]1[CH:9]=[CH:8][C:5]([CH:6]=O)=[CH:4][CH:3]=1.[S:10]1[CH2:14][C:13](=[O:15])[NH:12][C:11]1=[O:16].N1CCCCC1. Given the product [CH:4]1[C:5](/[CH:6]=[C:14]2\[C:13]([NH:12][C:11]([S:10]\2)=[O:16])=[O:15])=[CH:8][CH:9]=[C:2]([OH:1])[CH:3]=1, predict the reactants needed to synthesize it. (9) Given the product [NH2:46][C@@H:38]([C@@H:37]([C@@H:8]1[C@@H:7]([O:6][Si:5]([C:1]([CH3:2])([CH3:3])[CH3:4])([CH3:63])[CH3:62])[C@@H:11]([O:12][Si:13]([C:16]([CH3:19])([CH3:18])[CH3:17])([CH3:14])[CH3:15])[C@H:10]([N:20]2[CH:25]=[CH:24][C:23](=[O:26])[N:22]([CH2:27][C:28]3[CH:33]=[CH:32][C:31]([O:34][CH3:35])=[CH:30][CH:29]=3)[C:21]2=[O:36])[O:9]1)[OH:61])[C:39]([O:41][C:42]([CH3:44])([CH3:43])[CH3:45])=[O:40], predict the reactants needed to synthesize it. The reactants are: [C:1]([Si:5]([CH3:63])([CH3:62])[O:6][C@H:7]1[C@@H:11]([O:12][Si:13]([C:16]([CH3:19])([CH3:18])[CH3:17])([CH3:15])[CH3:14])[C@H:10]([N:20]2[CH:25]=[CH:24][C:23](=[O:26])[N:22]([CH2:27][C:28]3[CH:33]=[CH:32][C:31]([O:34][CH3:35])=[CH:30][CH:29]=3)[C:21]2=[O:36])[O:9][C@@H:8]1[C@@H:37]([OH:61])[C@H:38]([N:46](CC1C=CC=CC=1)CC1C=CC=CC=1)[C:39]([O:41][C:42]([CH3:45])([CH3:44])[CH3:43])=[O:40])([CH3:4])([CH3:3])[CH3:2]. (10) Given the product [Cl:11][C:12]1[CH:19]=[CH:18][C:17]([I:20])=[CH:16][C:13]=1[C:14]([NH2:5])=[NH:15], predict the reactants needed to synthesize it. The reactants are: C[Si]([N-:5][Si](C)(C)C)(C)C.[Li+].[Cl:11][C:12]1[CH:19]=[CH:18][C:17]([I:20])=[CH:16][C:13]=1[C:14]#[N:15].Cl.